Dataset: Catalyst prediction with 721,799 reactions and 888 catalyst types from USPTO. Task: Predict which catalyst facilitates the given reaction. (1) Reactant: [N:1]1([C:7]2[CH:12]=[CH:11][C:10]([C:13]([N:15]3[C:21]4[CH:22]=[CH:23][CH:24]=[CH:25][C:20]=4[CH2:19][N:18]4[CH:26]=[CH:27][CH:28]=[C:17]4[CH2:16]3)=[O:14])=[CH:9][C:8]=2[S:29]([NH2:32])(=[O:31])=[O:30])[CH2:6][CH2:5][O:4][CH2:3][CH2:2]1.[Cl:33][C:34]([Cl:39])([Cl:38])[C:35](Cl)=[O:36].O. Product: [N:1]1([C:7]2[CH:12]=[CH:11][C:10]([C:13]([N:15]3[C:21]4[CH:22]=[CH:23][CH:24]=[CH:25][C:20]=4[CH2:19][N:18]4[C:26]([C:35](=[O:36])[C:34]([Cl:39])([Cl:38])[Cl:33])=[CH:27][CH:28]=[C:17]4[CH2:16]3)=[O:14])=[CH:9][C:8]=2[S:29]([NH2:32])(=[O:30])=[O:31])[CH2:2][CH2:3][O:4][CH2:5][CH2:6]1. The catalyst class is: 12. (2) Reactant: Cl[C:2]1[N:3]=[CH:4][C:5]2[N:13]([CH3:14])[C:12](=[O:15])[C:9]3([CH2:11][CH2:10]3)[CH2:8][N:7]([CH:16]3[CH2:20][CH2:19][CH2:18][CH2:17]3)[C:6]=2[N:21]=1.[NH2:22][C:23]1[CH:31]=[CH:30][C:26]([C:27]([OH:29])=[O:28])=[CH:25][CH:24]=1.C(O)C. Product: [CH:16]1([N:7]2[CH2:8][C:9]3([CH2:11][CH2:10]3)[C:12](=[O:15])[N:13]([CH3:14])[C:5]3[CH:4]=[N:3][C:2]([NH:22][C:23]4[CH:31]=[CH:30][C:26]([C:27]([OH:29])=[O:28])=[CH:25][CH:24]=4)=[N:21][C:6]2=3)[CH2:20][CH2:19][CH2:18][CH2:17]1. The catalyst class is: 126. (3) Product: [NH2:8][C:7]1[CH:6]=[CH:5][C:4]([N:11]2[CH2:16][CH2:15][N:14]([C:17]([O:19][C:20]([CH3:22])([CH3:21])[CH3:23])=[O:18])[CH2:13][CH2:12]2)=[CH:3][C:2]=1[CH3:1]. Reactant: [CH3:1][C:2]1[CH:3]=[C:4]([N:11]2[CH2:16][CH2:15][N:14]([C:17]([O:19][C:20]([CH3:23])([CH3:22])[CH3:21])=[O:18])[CH2:13][CH2:12]2)[CH:5]=[CH:6][C:7]=1[N+:8]([O-])=O.O1CCCC1.C([O-])=O.[NH4+]. The catalyst class is: 150. (4) Reactant: [OH:1][Si:2]([CH:15]([CH3:17])[CH3:16])([CH:12]([CH3:14])[CH3:13])[C:3]1[CH:4]=[C:5]([CH:9]=[CH:10][CH:11]=1)[C:6]([OH:8])=O.[F:18][C:19]([F:37])([F:36])[C:20]([NH:22][CH2:23][C:24]1[CH:29]=[CH:28][CH:27]=[C:26]([CH:30]2[CH2:35][CH2:34][NH:33][CH2:32][CH2:31]2)[CH:25]=1)=[O:21].C(Cl)CCl.C1C=CC2N(O)N=NC=2C=1. Product: [F:37][C:19]([F:18])([F:36])[C:20]([NH:22][CH2:23][C:24]1[CH:29]=[CH:28][CH:27]=[C:26]([CH:30]2[CH2:35][CH2:34][N:33]([C:6](=[O:8])[C:5]3[CH:9]=[CH:10][CH:11]=[C:3]([Si:2]([OH:1])([CH:15]([CH3:17])[CH3:16])[CH:12]([CH3:14])[CH3:13])[CH:4]=3)[CH2:32][CH2:31]2)[CH:25]=1)=[O:21]. The catalyst class is: 2. (5) Reactant: [C:1]1([N:7]2[CH:11]=[C:10]([CH:12]=O)[N:9]=[N:8]2)[CH:6]=[CH:5][CH:4]=[CH:3][CH:2]=1.[CH3:14][NH:15][CH:16]1[C:25]2[N:24]=[CH:23][CH:22]=[CH:21][C:20]=2[CH2:19][CH2:18][CH2:17]1.C(O[BH-](OC(=O)C)OC(=O)C)(=O)C.[Na+].[Na+].[Cl-]. Product: [CH3:14][N:15]([CH2:12][C:10]1[N:9]=[N:8][N:7]([C:1]2[CH:6]=[CH:5][CH:4]=[CH:3][CH:2]=2)[CH:11]=1)[CH:16]1[C:25]2[N:24]=[CH:23][CH:22]=[CH:21][C:20]=2[CH2:19][CH2:18][CH2:17]1. The catalyst class is: 478. (6) Reactant: [CH3:1][O:2][C:3]1[CH:12]=[C:11]2[C:6]([CH:7]=[CH:8][C:9]([OH:13])=[CH:10]2)=[CH:5][CH:4]=1.C(N(CC)CC)C.[F:21][C:22]([F:35])([F:34])[S:23](O[S:23]([C:22]([F:35])([F:34])[F:21])(=[O:25])=[O:24])(=[O:25])=[O:24].O. Product: [F:21][C:22]([F:35])([F:34])[S:23]([O:13][C:9]1[CH:8]=[CH:7][C:6]2[C:11](=[CH:12][C:3]([O:2][CH3:1])=[CH:4][CH:5]=2)[CH:10]=1)(=[O:25])=[O:24]. The catalyst class is: 4. (7) Reactant: Cl.Cl.[CH3:3][C:4]1[N:8]=[C:7]([N:9]2[CH2:14][CH2:13][CH:12]([NH2:15])[CH2:11][CH2:10]2)[S:6][N:5]=1.Cl[C:17]1[N:22]=[C:21]([C:23]([OH:26])([CH3:25])[CH3:24])[CH:20]=[C:19]([C:27]2[CH:32]=[CH:31][C:30]([C:33]([F:36])([F:35])[F:34])=[CH:29][CH:28]=2)[N:18]=1.C(N(CC)C(C)C)(C)C. Product: [CH3:3][C:4]1[N:8]=[C:7]([N:9]2[CH2:10][CH2:11][CH:12]([NH:15][C:17]3[N:22]=[C:21]([C:23]([OH:26])([CH3:25])[CH3:24])[CH:20]=[C:19]([C:27]4[CH:32]=[CH:31][C:30]([C:33]([F:36])([F:34])[F:35])=[CH:29][CH:28]=4)[N:18]=3)[CH2:13][CH2:14]2)[S:6][N:5]=1. The catalyst class is: 12. (8) Reactant: [CH3:1][N:2]1[CH:6]=[CH:5][CH:4]=[C:3]1[C:7]#[N:8].C(OB(OC(C)C)OC(C)C)(C)C.C([N-]C(C)C)(C)C.[Li+].Br[C:31]1[CH:32]=[CH:33][C:34]2[NH:43][C:42](=[O:44])[O:41][C:37]3([CH2:40][CH2:39][CH2:38]3)[C:35]=2[CH:36]=1.C(=O)([O-])[O-].[K+].[K+].[Cl-].[NH4+]. Product: [CH3:1][N:2]1[C:6]([C:31]2[CH:32]=[CH:33][C:34]3[NH:43][C:42](=[O:44])[O:41][C:37]4([CH2:40][CH2:39][CH2:38]4)[C:35]=3[CH:36]=2)=[CH:5][CH:4]=[C:3]1[C:7]#[N:8]. The catalyst class is: 20. (9) Reactant: [CH2:1]([N:8]([CH3:12])[CH2:9][CH2:10][OH:11])[C:2]1[CH:7]=[CH:6][CH:5]=[CH:4][CH:3]=1.CCN(C(C)C)C(C)C.CS(C)=O.N1C=CC=CC=1.S(=O)(=O)=O. Product: [CH2:1]([N:8]([CH2:9][CH:10]=[O:11])[CH3:12])[C:2]1[CH:7]=[CH:6][CH:5]=[CH:4][CH:3]=1. The catalyst class is: 2.